Dataset: Catalyst prediction with 721,799 reactions and 888 catalyst types from USPTO. Task: Predict which catalyst facilitates the given reaction. (1) Reactant: [CH:1]1([C:4]2[CH:12]=[C:11]3[C:7]([CH:8]=[C:9]([C:20]4[CH:25]=[CH:24][C:23]([S:26](=[O:35])(=[O:34])[NH:27][C@@H:28]([CH3:33])[C:29]([F:32])([F:31])[F:30])=[CH:22][N:21]=4)[N:10]3[C:13]([O:15][C:16]([CH3:19])([CH3:18])[CH3:17])=[O:14])=[CH:6][CH:5]=2)[CH2:3][CH2:2]1.C([O-])([O-])=O.[K+].[K+].[CH2:42](Br)[CH:43]=[CH2:44]. Product: [CH2:44]([N:27]([C@@H:28]([CH3:33])[C:29]([F:31])([F:30])[F:32])[S:26]([C:23]1[CH:24]=[CH:25][C:20]([C:9]2[N:10]([C:13]([O:15][C:16]([CH3:18])([CH3:19])[CH3:17])=[O:14])[C:11]3[C:7]([CH:8]=2)=[CH:6][CH:5]=[C:4]([CH:1]2[CH2:3][CH2:2]2)[CH:12]=3)=[N:21][CH:22]=1)(=[O:35])=[O:34])[CH:43]=[CH2:42]. The catalyst class is: 3. (2) Reactant: [NH:1]1[C:9]2[C:4](=[CH:5][CH:6]=[CH:7][CH:8]=2)[CH2:3][C:2]1=[O:10].[C:11](Cl)(=[O:13])[CH3:12]. Product: [C:11]([C:6]1[CH:5]=[C:4]2[C:9](=[CH:8][CH:7]=1)[NH:1][C:2](=[O:10])[CH2:3]2)(=[O:13])[CH3:12]. The catalyst class is: 6. (3) Reactant: [C:1]1([CH2:7][C:8]([O:10]C)=[O:9])[CH:6]=[CH:5][CH:4]=[CH:3][CH:2]=1.[OH-].[Na+].Cl. Product: [C:1]1([CH2:7][C:8]([OH:10])=[O:9])[CH:6]=[CH:5][CH:4]=[CH:3][CH:2]=1. The catalyst class is: 36. (4) Reactant: C(O[C:5](=[O:7])[CH3:6])(=O)C.[CH3:8][C:9]1[N:13]([CH:14]([CH3:16])[CH3:15])[C:12]([C:17]2[CH:22]=[CH:21][N:20]=[C:19]([NH:23][CH:24]3[CH2:28][CH2:27][NH:26][CH2:25]3)[N:18]=2)=[CH:11][N:10]=1.O. Product: [CH3:8][C:9]1[N:13]([CH:14]([CH3:16])[CH3:15])[C:12]([C:17]2[CH:22]=[CH:21][N:20]=[C:19]([NH:23][CH:24]3[CH2:28][CH2:27][N:26]([C:5](=[O:7])[CH3:6])[CH2:25]3)[N:18]=2)=[CH:11][N:10]=1. The catalyst class is: 2. (5) Reactant: NCC(O)=O.[CH:6]1([NH:12][C:13]([C:15]2[C:20]([OH:21])=[CH:19][C:18](=[O:22])[N:17]([CH:23]3[CH2:28][CH2:27][CH2:26][CH2:25][CH2:24]3)[CH:16]=2)=[O:14])[CH2:11][CH2:10][CH2:9][CH2:8][CH2:7]1.[O:29]=[C:30]=[N:31][CH2:32][C:33]([O:35]CC)=[O:34].CCN(C(C)C)C(C)C. Product: [CH:23]1([N:17]2[CH:16]=[C:15]([C:13]([NH:12][CH:6]3[CH2:7][CH2:8][CH2:9][CH2:10][CH2:11]3)=[O:14])[C:20]([OH:21])=[C:19]([C:30]([NH:31][CH2:32][C:33]([OH:35])=[O:34])=[O:29])[C:18]2=[O:22])[CH2:28][CH2:27][CH2:26][CH2:25][CH2:24]1. The catalyst class is: 22. (6) Reactant: Br[C:2]1[CH:3]=[C:4]([C@H:8]([OH:10])[CH3:9])[CH:5]=[CH:6][CH:7]=1.[CH2:11]([Sn](CCCC)(CCCC)C=C)[CH2:12]CC. Product: [CH:11]([C:2]1[CH:3]=[C:4]([C@H:8]([OH:10])[CH3:9])[CH:5]=[CH:6][CH:7]=1)=[CH2:12]. The catalyst class is: 747. (7) Reactant: [Cl:1][C:2]1[CH:7]=[C:6]([F:8])[C:5]([NH:9][C:10]([NH:12][C:13]2[CH:18]=[CH:17][CH:16]=[CH:15][CH:14]=2)=[O:11])=[CH:4][C:3]=1[C:19]1[C:20](=[O:39])[N:21]([CH2:37][CH3:38])[C:22]2[C:27]([CH:28]=1)=[CH:26][N:25]=[C:24]([NH:29][C:30]([C@@H:32]1[CH2:36][CH2:35][CH2:34][NH:33]1)=[O:31])[CH:23]=2.[ClH:40].CC(OC)(C)C. Product: [ClH:1].[ClH:40].[Cl:1][C:2]1[CH:7]=[C:6]([F:8])[C:5]([NH:9][C:10]([NH:12][C:13]2[CH:14]=[CH:15][CH:16]=[CH:17][CH:18]=2)=[O:11])=[CH:4][C:3]=1[C:19]1[C:20](=[O:39])[N:21]([CH2:37][CH3:38])[C:22]2[C:27]([CH:28]=1)=[CH:26][N:25]=[C:24]([NH:29][C:30]([C@@H:32]1[CH2:36][CH2:35][CH2:34][NH:33]1)=[O:31])[CH:23]=2. The catalyst class is: 23.